From a dataset of Peptide-MHC class II binding affinity with 134,281 pairs from IEDB. Regression. Given a peptide amino acid sequence and an MHC pseudo amino acid sequence, predict their binding affinity value. This is MHC class II binding data. (1) The peptide sequence is EAAVKQAYAATVAAA. The MHC is HLA-DQA10103-DQB10603 with pseudo-sequence HLA-DQA10103-DQB10603. The binding affinity (normalized) is 0.682. (2) The peptide sequence is RIDTPDKLTGPFTVR. The MHC is DRB1_0701 with pseudo-sequence DRB1_0701. The binding affinity (normalized) is 0.164. (3) The peptide sequence is YILLKKILSSRFNQM. The MHC is DRB1_0401 with pseudo-sequence DRB1_0401. The binding affinity (normalized) is 0.519. (4) The peptide sequence is SQYLELSWNLNGLQAY. The MHC is DRB1_0401 with pseudo-sequence DRB1_0401. The binding affinity (normalized) is 0.188. (5) The peptide sequence is MTDPHAMRDMAGRFE. The MHC is HLA-DPA10103-DPB10401 with pseudo-sequence HLA-DPA10103-DPB10401. The binding affinity (normalized) is 0. (6) The peptide sequence is VAEAAGKTKEGVLYV. The MHC is HLA-DPA10201-DPB10501 with pseudo-sequence HLA-DPA10201-DPB10501. The binding affinity (normalized) is 0.